The task is: Predict the product of the given reaction.. This data is from Forward reaction prediction with 1.9M reactions from USPTO patents (1976-2016). (1) Given the reactants C([O:8][C:9]1[CH:31]=[CH:30][C:12]([C:13]2[O:14][C:15]3[C:20]([C:21](=[O:23])[CH:22]=2)=[C:19]([O:24][CH3:25])[C:18]([O:26][CH3:27])=[C:17]([O:28][CH3:29])[CH:16]=3)=[CH:11][CH:10]=1)C1C=CC=CC=1, predict the reaction product. The product is: [OH:8][C:9]1[CH:10]=[CH:11][C:12]([C:13]2[O:14][C:15]3[C:20]([C:21](=[O:23])[CH:22]=2)=[C:19]([O:24][CH3:25])[C:18]([O:26][CH3:27])=[C:17]([O:28][CH3:29])[CH:16]=3)=[CH:30][CH:31]=1. (2) Given the reactants [CH3:1][C:2]1([CH3:10])[CH2:6][C:5]([C:7]#[N:8])=[CH:4][C:3]1=[O:9].[BH4-].[Na+].C(O)(=O)C, predict the reaction product. The product is: [OH:9][CH:3]1[C:2]([CH3:10])([CH3:1])[CH2:6][C:5]([C:7]#[N:8])=[CH:4]1. (3) Given the reactants Cl.[NH2:2][C@@H:3]1[CH2:8][CH2:7][C@H:6]([NH:9][C:10](=[O:27])[C:11]2[CH:16]=[C:15]([F:17])[CH:14]=[N:13][C:12]=2[O:18][C:19]2[CH:24]=[CH:23][CH:22]=[C:21]([S:25][CH3:26])[CH:20]=2)[CH2:5][CH2:4]1.C(N(CC)CC)C.[CH:35]1([C:39](O)=[O:40])[CH2:38][CH2:37][CH2:36]1.Cl.CN(C)CCCN=C=NCC.ON1C2C=CC=CC=2N=N1, predict the reaction product. The product is: [CH:35]1([C:39]([NH:2][C@@H:3]2[CH2:8][CH2:7][C@H:6]([NH:9][C:10](=[O:27])[C:11]3[CH:16]=[C:15]([F:17])[CH:14]=[N:13][C:12]=3[O:18][C:19]3[CH:24]=[CH:23][CH:22]=[C:21]([S:25][CH3:26])[CH:20]=3)[CH2:5][CH2:4]2)=[O:40])[CH2:38][CH2:37][CH2:36]1.